From a dataset of Full USPTO retrosynthesis dataset with 1.9M reactions from patents (1976-2016). Predict the reactants needed to synthesize the given product. (1) Given the product [CH3:3][N:4]([CH3:7])[C:5]([O:29][C:27]1[S:26][C:23]2[CH2:24][CH2:25][N:20]([C@@H:15]([C:10]3[CH:11]=[CH:12][CH:13]=[CH:14][C:9]=3[Cl:8])[C:16]([O:18][CH3:19])=[O:17])[CH2:21][C:22]=2[CH:28]=1)=[O:6], predict the reactants needed to synthesize it. The reactants are: [H-].[Na+].[CH3:3][N:4]([CH3:7])[CH:5]=[O:6].[Cl:8][C:9]1[CH:14]=[CH:13][CH:12]=[CH:11][C:10]=1[C@H:15]([N:20]1[CH2:25][CH2:24][CH:23]2[S:26][C:27](=[O:29])[CH:28]=[C:22]2[CH2:21]1)[C:16]([O:18][CH3:19])=[O:17].CN(C)C(Cl)=O. (2) Given the product [F:16][C:4]1[C:3]([CH2:17][CH2:18][CH2:19][CH2:20][CH2:21][CH3:22])=[C:2]([C:7]([CH2:8][CH2:9][CH2:10][CH2:11][CH2:12][CH3:13])=[C:6]([F:14])[C:5]=1[F:15])[C:28]([OH:30])=[O:29], predict the reactants needed to synthesize it. The reactants are: Br[C:2]1[C:7]([CH2:8][CH2:9][CH2:10][CH2:11][CH2:12][CH3:13])=[C:6]([F:14])[C:5]([F:15])=[C:4]([F:16])[C:3]=1[CH2:17][CH2:18][CH2:19][CH2:20][CH2:21][CH3:22].[Li]CCCC.[C:28](=[O:30])=[O:29].Cl. (3) Given the product [Cl:1][C:2]1[CH:3]=[C:4]([C@@H:12]([CH2:16][CH:17]2[CH2:21][CH2:20][CH2:19][CH2:18]2)[C:13]([NH:28][C:29]2[CH:34]=[N:33][CH:32]=[CH:31][N:30]=2)=[O:15])[CH:5]=[CH:6][C:7]=1[S:8]([CH3:11])(=[O:9])=[O:10], predict the reactants needed to synthesize it. The reactants are: [Cl:1][C:2]1[CH:3]=[C:4]([C@@H:12]([CH2:16][CH:17]2[CH2:21][CH2:20][CH2:19][CH2:18]2)[C:13]([OH:15])=O)[CH:5]=[CH:6][C:7]=1[S:8]([CH3:11])(=[O:10])=[O:9].C(Cl)(=O)C(Cl)=O.[NH2:28][C:29]1[CH:34]=[N:33][CH:32]=[CH:31][N:30]=1.N1C=CC=CC=1. (4) Given the product [CH3:21][N:22]1[C@@H:38]2[CH2:39][C:27]3[CH:28]=[CH:29][C:30]([O:41][CH3:42])=[C:31]4[O:32][C@H:33]5[C:34]([CH2:35][CH2:36][C@@H:37]2[C@:25]5([C:26]=34)[CH2:24][CH2:23]1)=[O:40], predict the reactants needed to synthesize it. The reactants are: CC(C)([O-])C.[K+].C(C1C=CC=CC=1)(=O)C1C=CC=CC=1.[CH3:21][N:22]1[C@@H:38]2[CH2:39][C:27]3[CH:28]=[CH:29][C:30]([O:41][CH3:42])=[C:31]4[O:32][C@H:33]5[C@@H:34]([OH:40])[CH2:35][CH2:36][C@@H:37]2[C@:25]5([C:26]=34)[CH2:24][CH2:23]1.Cl. (5) Given the product [CH3:16][C:12]1([CH3:17])[O:11][C@:10]2([CH3:18])[CH2:9][C@@H:8]([CH2:7][OH:6])[O:15][CH:14]2[O:13]1, predict the reactants needed to synthesize it. The reactants are: C([Si](C1C=CC=CC=1)(C1C=CC=CC=1)[O:6][CH2:7][C@H:8]1[O:15][CH:14]2[C@:10]([CH3:18])([O:11][C:12]([CH3:17])([CH3:16])[O:13]2)[CH2:9]1)(C)(C)C.CCCC[N+](CCCC)(CCCC)CCCC.[F-]. (6) Given the product [CH2:18]([NH:20][C:14](=[O:15])[N:13]([C:3]1[CH:4]=[CH:5][C:6]([S:8][C:9]([F:12])([F:11])[F:10])=[CH:7][C:2]=1[F:1])[CH3:17])[CH3:19], predict the reactants needed to synthesize it. The reactants are: [F:1][C:2]1[CH:7]=[C:6]([S:8][C:9]([F:12])([F:11])[F:10])[CH:5]=[CH:4][C:3]=1[N:13]([CH3:17])[C:14](Cl)=[O:15].[CH2:18]([NH2:20])[CH3:19].